Dataset: Forward reaction prediction with 1.9M reactions from USPTO patents (1976-2016). Task: Predict the product of the given reaction. (1) The product is: [C:10]([C:8]1[CH:9]=[C:5]([C:3]([OH:2])=[O:4])[S:6][C:7]=1[S:12]([CH3:15])(=[O:14])=[O:13])(=[O:27])[NH2:11]. Given the reactants C[O:2][C:3]([C:5]1[S:6][C:7]([S:12]([CH3:15])(=[O:14])=[O:13])=[C:8]([C:10]#[N:11])[CH:9]=1)=[O:4].[Li+].[OH-].Cl.C(C1C=C(C(O)=O)SC=1S(C)(=O)=[O:27])#N, predict the reaction product. (2) Given the reactants [CH:1]([C:4]1[CH:9]=[CH:8][C:7]([C:10]2[N:14]([CH2:15][CH2:16][O:17][CH3:18])[C:13]3[C:19]([O:25][CH3:26])=[CH:20][C:21]([C:23]#[N:24])=[CH:22][C:12]=3[N:11]=2)=[CH:6][CH:5]=1)([CH3:3])[CH3:2].[Br:27]N1C(=O)CCC1=O, predict the reaction product. The product is: [Br:27][C:22]1[C:12]2[N:11]=[C:10]([C:7]3[CH:8]=[CH:9][C:4]([CH:1]([CH3:3])[CH3:2])=[CH:5][CH:6]=3)[N:14]([CH2:15][CH2:16][O:17][CH3:18])[C:13]=2[C:19]([O:25][CH3:26])=[CH:20][C:21]=1[C:23]#[N:24]. (3) Given the reactants [F:1][C:2]1[CH:9]=[C:8]([CH2:10][CH2:11][O:12][Si:13]([CH:20]([CH3:22])[CH3:21])([CH:17]([CH3:19])[CH3:18])[CH:14]([CH3:16])[CH3:15])[CH:7]=[C:6]([F:23])[C:3]=1[CH:4]=O.Cl.[CH2:25]([O:27][NH2:28])[CH3:26].C(N(CC)CC)C, predict the reaction product. The product is: [F:23][C:6]1[CH:7]=[C:8]([CH2:10][CH2:11][O:12][Si:13]([CH:14]([CH3:16])[CH3:15])([CH:17]([CH3:19])[CH3:18])[CH:20]([CH3:21])[CH3:22])[CH:9]=[C:2]([F:1])[C:3]=1[CH:4]=[N:28][O:27][CH2:25][CH3:26].